From a dataset of Catalyst prediction with 721,799 reactions and 888 catalyst types from USPTO. Predict which catalyst facilitates the given reaction. (1) Reactant: [CH2:1]([O:8][C:9]1[CH:14]=[C:13]([N+:15]([O-:17])=[O:16])[CH:12]=[CH:11][C:10]=1[O:18]C)[C:2]1[CH:7]=[CH:6][CH:5]=[CH:4][CH:3]=1.CS(C)=O.[OH-].[Na+].Cl. The catalyst class is: 6. Product: [CH2:1]([O:8][C:9]1[CH:14]=[C:13]([N+:15]([O-:17])=[O:16])[CH:12]=[CH:11][C:10]=1[OH:18])[C:2]1[CH:3]=[CH:4][CH:5]=[CH:6][CH:7]=1. (2) The catalyst class is: 148. Product: [CH2:28]([O:24][C:21]1[CH:22]=[CH:23][C:18]([C:17]([NH:16][C:13]2[CH:12]=[CH:11][C:10]([N:7]3[CH2:8][CH2:9][CH:5]([N:4]([CH3:26])[CH3:3])[CH2:6]3)=[CH:15][CH:14]=2)=[O:25])=[CH:19][N:20]=1)[CH2:29][CH2:30][CH3:31]. Reactant: [OH-].[K+].[CH3:3][N:4]([CH3:26])[CH:5]1[CH2:9][CH2:8][N:7]([C:10]2[CH:15]=[CH:14][C:13]([NH:16][C:17](=[O:25])[C:18]3[CH:23]=[CH:22][C:21]([OH:24])=[N:20][CH:19]=3)=[CH:12][CH:11]=2)[CH2:6]1.Br[CH2:28][CH2:29][CH2:30][CH3:31].O. (3) Reactant: [CH3:1][C@H:2]1[CH2:7][N:6]2[C:8]([C:11]3[CH:16]=[N:15][CH:14]=[CH:13][N:12]=3)=[N:9][N:10]=[C:5]2[C:4](=[O:17])[NH:3]1.C(=O)([O-])[O-].[Cs+].[Cs+].[Cl:24][C:25]1[CH:32]=[C:31]([F:33])[CH:30]=[CH:29][C:26]=1[CH2:27]Br. Product: [Cl:24][C:25]1[CH:32]=[C:31]([F:33])[CH:30]=[CH:29][C:26]=1[CH2:27][N:3]1[C@@H:2]([CH3:1])[CH2:7][N:6]2[C:8]([C:11]3[CH:16]=[N:15][CH:14]=[CH:13][N:12]=3)=[N:9][N:10]=[C:5]2[C:4]1=[O:17]. The catalyst class is: 18. (4) Reactant: [NH:1]1[C:9]2[C:4](=[CH:5][CH:6]=[C:7]([CH:10]=[O:11])[CH:8]=2)[CH:3]=[CH:2]1.[CH:12](I)([CH3:14])[CH3:13].[H-].[Na+].Cl. Product: [CH:12]([N:1]1[C:9]2[C:4](=[CH:5][CH:6]=[C:7]([CH:10]=[O:11])[CH:8]=2)[CH:3]=[CH:2]1)([CH3:14])[CH3:13]. The catalyst class is: 9. (5) Product: [CH:21]([C:24]1[N:25]([CH2:2][CH2:3][O:4][C:5](=[O:18])[C:6]([CH3:17])([C:8]2[CH:13]=[CH:12][CH:11]=[C:10]([N+:14]([O-:16])=[O:15])[CH:9]=2)[CH3:7])[CH:26]=[CH:27][N:28]=1)([CH3:23])[CH3:22]. The catalyst class is: 18. Reactant: Br[CH2:2][CH2:3][O:4][C:5](=[O:18])[C:6]([CH3:17])([C:8]1[CH:13]=[CH:12][CH:11]=[C:10]([N+:14]([O-:16])=[O:15])[CH:9]=1)[CH3:7].[I-].[Na+].[CH:21]([C:24]1[NH:25][CH:26]=[CH:27][N:28]=1)([CH3:23])[CH3:22].C(N(CC)CC)C. (6) Reactant: [CH3:1][O:2][C:3]([C:5]1[CH:35]=[CH:34][CH:33]=[CH:32][C:6]=1[CH2:7][N:8]1[C:12](=[O:13])[C:11]2([CH2:18][CH2:17][N:16](C(OC(C)(C)C)=O)[CH2:15][CH2:14]2)[N:10]([C:26]2[CH:31]=[CH:30][CH:29]=[CH:28][CH:27]=2)[CH2:9]1)=[O:4].Cl. Product: [O:13]=[C:12]1[C:11]2([CH2:14][CH2:15][NH:16][CH2:17][CH2:18]2)[N:10]([C:26]2[CH:27]=[CH:28][CH:29]=[CH:30][CH:31]=2)[CH2:9][N:8]1[CH2:7][C:6]1[CH:32]=[CH:33][CH:34]=[CH:35][C:5]=1[C:3]([O:2][CH3:1])=[O:4]. The catalyst class is: 12. (7) Reactant: Cl[CH:2]1[CH2:5][S:4](=[O:7])(=[O:6])[CH2:3]1.C(N(CC)CC)C.NC1N=CN=C([N:22]2[CH2:27][CH2:26][N:25]([C:28]([O:30][C:31]([CH3:34])([CH3:33])[CH3:32])=[O:29])[CH2:24][CH2:23]2)C=1. Product: [O:6]=[S:4]1(=[O:7])[CH2:5][CH:2]([N:22]2[CH2:23][CH2:24][N:25]([C:28]([O:30][C:31]([CH3:34])([CH3:33])[CH3:32])=[O:29])[CH2:26][CH2:27]2)[CH2:3]1. The catalyst class is: 51. (8) Reactant: C[O:2][C:3]([C:5]1[C:6]([C:14]2[CH:19]=[CH:18][CH:17]=[CH:16][C:15]=2[N+:20]([O-:22])=[O:21])=[CH:7][CH:8]=[C:9]([C:11](=[S:13])[NH2:12])[CH:10]=1)=[O:4].[Cl:23][C:24]1[CH:25]=[C:26]([CH:31]=[CH:32][CH:33]=1)[C:27](=O)[CH2:28]Br. Product: [Cl:23][C:24]1[CH:25]=[C:26]([C:27]2[N:12]=[C:11]([C:9]3[CH:10]=[C:5]([C:3]([OH:2])=[O:4])[C:6]([C:14]4[CH:19]=[CH:18][CH:17]=[CH:16][C:15]=4[N+:20]([O-:22])=[O:21])=[CH:7][CH:8]=3)[S:13][CH:28]=2)[CH:31]=[CH:32][CH:33]=1. The catalyst class is: 6.